This data is from Reaction yield outcomes from USPTO patents with 853,638 reactions. The task is: Predict the reaction yield, written as a fraction of the theoretical maximum amount of product (1.0 means a 100% yield; for example, 0.34 means a 34% yield). (1) The reactants are [Cl:1][C:2]1[CH:8]=[C:7]([Cl:9])[CH:6]=[CH:5][C:3]=1[NH2:4].I[CH2:11][C:12](=[O:14])[CH3:13].C(=O)([O-])[O-].[K+].[K+].O. The catalyst is CN(C=O)C. The product is [Cl:1][C:2]1[CH:8]=[C:7]([Cl:9])[CH:6]=[CH:5][C:3]=1[NH:4][CH2:11][C:12](=[O:14])[CH3:13]. The yield is 0.500. (2) The catalyst is O1CCCC1. The reactants are [CH3:1][N:2]1[C:10]2[C:5](=[CH:6][CH:7]=[C:8]([C:11]([F:14])([F:13])[F:12])[CH:9]=2)[C:4]([C:15]([O:17]C)=[O:16])=[N:3]1.[OH-].[Na+].Cl. The yield is 1.00. The product is [CH3:1][N:2]1[C:10]2[C:5](=[CH:6][CH:7]=[C:8]([C:11]([F:13])([F:14])[F:12])[CH:9]=2)[C:4]([C:15]([OH:17])=[O:16])=[N:3]1.